The task is: Predict the reactants needed to synthesize the given product.. This data is from Retrosynthesis with 50K atom-mapped reactions and 10 reaction types from USPTO. (1) Given the product CC(Br)C(=O)NCCCOc1cccc(C(C)N2CCCC2)c1, predict the reactants needed to synthesize it. The reactants are: CC(Br)C(=O)O.CC(c1cccc(OCCCN)c1)N1CCCC1. (2) Given the product CCCC(NC(=O)N1C(=O)C(CC)(CC)C1Oc1ccc(C(=O)NCCN2CCC(O)CC2)cc1)c1ccc(C)cc1, predict the reactants needed to synthesize it. The reactants are: CCCC(NC(=O)N1C(=O)C(CC)(CC)C1Oc1ccc(C(=O)NCCN2CCC(OCc3ccccc3)CC2)cc1)c1ccc(C)cc1. (3) Given the product NS(=O)(=O)c1ccc(-n2nc(C(F)(F)F)cc2-c2ccc(-c3cscn3)c(F)c2)cn1, predict the reactants needed to synthesize it. The reactants are: NNc1ccc(S(N)(=O)=O)nc1.O=C(CC(=O)C(F)(F)F)c1ccc(-c2cscn2)c(F)c1. (4) The reactants are: Clc1nc(NCc2ccccc2)c2ccccc2n1.c1c[nH]cn1. Given the product c1ccc(CNc2nc(-n3ccnc3)nc3ccccc23)cc1, predict the reactants needed to synthesize it. (5) Given the product CCc1nn(C)c(N2CCOCC2)c1C=O, predict the reactants needed to synthesize it. The reactants are: C1COCCN1.CCc1nn(C)c(Cl)c1C=O. (6) Given the product CC(C)(C#N)CNC(=O)c1n[nH]cc1NC(=O)c1ccccn1, predict the reactants needed to synthesize it. The reactants are: CC(C)(C#N)CNC(=O)c1nn(C2CCCCO2)cc1NC(=O)c1ccccn1. (7) Given the product Oc1cc(C2=C(CCCCCCBr)c3ccc(O)c(F)c3CCC2)ccc1F, predict the reactants needed to synthesize it. The reactants are: BrC(Br)(Br)Br.OCCCCCCC1=C(c2ccc(F)c(O)c2)CCCc2c1ccc(O)c2F. (8) Given the product Cc1cc(CCCCOCCCCCCN(Cc2ccccc2)C[C@H](O)c2ccc3c(c2)COC(C)(C)O3)cc(NC(N)=O)c1, predict the reactants needed to synthesize it. The reactants are: CC1(C)OCc2cc([C@@H](O)CNCc3ccccc3)ccc2O1.Cc1cc(CCCCOCCCCCCBr)cc(NC(N)=O)c1. (9) The reactants are: CO.O=C(O)c1cccnc1O. Given the product COC(=O)c1cccnc1O, predict the reactants needed to synthesize it. (10) Given the product COC(=O)[C@H]1C[C@H](OC)CN(C(=O)OC)[C@@H]1C(=O)N1CCN(c2ccccc2)CC1, predict the reactants needed to synthesize it. The reactants are: COC(=O)Cl.COC(=O)[C@H]1C[C@H](OC)CN[C@@H]1C(=O)N1CCN(c2ccccc2)CC1.